This data is from Peptide-MHC class II binding affinity with 134,281 pairs from IEDB. The task is: Regression. Given a peptide amino acid sequence and an MHC pseudo amino acid sequence, predict their binding affinity value. This is MHC class II binding data. (1) The peptide sequence is EKKYFAATQFEVLAA. The MHC is HLA-DQA10101-DQB10501 with pseudo-sequence HLA-DQA10101-DQB10501. The binding affinity (normalized) is 0.380. (2) The peptide sequence is AFILDGDNLFPKP. The MHC is DRB1_0401 with pseudo-sequence DRB1_0401. The binding affinity (normalized) is 0.533.